From a dataset of Reaction yield outcomes from USPTO patents with 853,638 reactions. Predict the reaction yield, written as a fraction of the theoretical maximum amount of product (1.0 means a 100% yield; for example, 0.34 means a 34% yield). (1) The reactants are [CH2:1]([N:3]1[CH:7]=[CH:6][N:5]=[C:4]1[CH:8]1[C:17](=O)[C:16]2[C:15]([C:19](OC)=[O:20])=[CH:14][CH:13]=[CH:12][C:11]=2[NH:10][CH:9]1[C:23]1[CH:28]=[CH:27][CH:26]=[CH:25][CH:24]=1)[CH3:2].O.[NH2:30][NH2:31]. The catalyst is CO. The product is [CH2:1]([N:3]1[CH:7]=[CH:6][N:5]=[C:4]1[CH:8]1[C:17]2=[N:30][NH:31][C:19](=[O:20])[C:15]3[CH:14]=[CH:13][CH:12]=[C:11]([C:16]=32)[NH:10][CH:9]1[C:23]1[CH:24]=[CH:25][CH:26]=[CH:27][CH:28]=1)[CH3:2]. The yield is 0.280. (2) The reactants are [Br:1][C:2]1[C:7]([F:8])=[CH:6][C:5]([N:9]2[CH:14]=[C:13]([O:15][CH3:16])[C:12](=[O:17])[C:11]([C:18]([O:20]C)=[O:19])=[N:10]2)=[C:4]([F:22])[CH:3]=1.[OH-].[Na+].Cl. The catalyst is CCO. The product is [Br:1][C:2]1[C:7]([F:8])=[CH:6][C:5]([N:9]2[CH:14]=[C:13]([O:15][CH3:16])[C:12](=[O:17])[C:11]([C:18]([OH:20])=[O:19])=[N:10]2)=[C:4]([F:22])[CH:3]=1. The yield is 1.00. (3) The reactants are [NH2:1][C:2]1[O:3][C:4]([CH3:11])=[CH:5][C:6](=[O:10])[C:7]=1[C:8]#[N:9]. The catalyst is Cl. The product is [OH:3][C:2]1[N:1]=[C:4]([CH3:11])[CH:5]=[C:6]([OH:10])[C:7]=1[C:8]#[N:9]. The yield is 0.830.